This data is from Peptide-MHC class I binding affinity with 185,985 pairs from IEDB/IMGT. The task is: Regression. Given a peptide amino acid sequence and an MHC pseudo amino acid sequence, predict their binding affinity value. This is MHC class I binding data. (1) The peptide sequence is ENTNTSKST. The MHC is HLA-B07:02 with pseudo-sequence HLA-B07:02. The binding affinity (normalized) is 0. (2) The peptide sequence is TEDDWITYI. The MHC is HLA-A02:12 with pseudo-sequence HLA-A02:12. The binding affinity (normalized) is 0.0847. (3) The peptide sequence is WDAYIPHYV. The MHC is HLA-A23:01 with pseudo-sequence HLA-A23:01. The binding affinity (normalized) is 0.0847. (4) The peptide sequence is RKWGLDFCY. The MHC is HLA-A26:02 with pseudo-sequence HLA-A26:02. The binding affinity (normalized) is 0.0847. (5) The peptide sequence is LPVLSLNWV. The MHC is HLA-B51:01 with pseudo-sequence HLA-B51:01. The binding affinity (normalized) is 0.480.